Predict the reaction yield, written as a fraction of the theoretical maximum amount of product (1.0 means a 100% yield; for example, 0.34 means a 34% yield). From a dataset of Reaction yield outcomes from USPTO patents with 853,638 reactions. (1) The reactants are [Br:1][C:2]1[CH:3]=[C:4]([C:15]([F:18])([F:17])[F:16])[C:5]2[N:6]([CH:8]=[C:9]([CH2:11][C:12]([OH:14])=[O:13])[N:10]=2)[CH:7]=1.[Cl:19]N1C(=O)CCC1=O. The catalyst is CN(C=O)C.CCOC(C)=O. The product is [Br:1][C:2]1[CH:3]=[C:4]([C:15]([F:17])([F:16])[F:18])[C:5]2[N:6]([C:8]([Cl:19])=[C:9]([CH2:11][C:12]([OH:14])=[O:13])[N:10]=2)[CH:7]=1. The yield is 0.800. (2) The reactants are Br[C:2]1[CH:3]=[CH:4][C:5]2[O:14][CH2:13][CH2:12][N:11]3[C:7](=[N:8][C:9]([C:15]4[N:16]([CH:21]([CH3:23])[CH3:22])[N:17]=[C:18]([CH3:20])[N:19]=4)=[CH:10]3)[C:6]=2[CH:24]=1.[CH3:25][N:26]1[CH2:31][CH2:30][CH:29]([CH:32]2[CH2:37][CH2:36][CH2:35][CH2:34][NH:33]2)[CH2:28][CH2:27]1.CC(C)([O-])C.[Na+]. The catalyst is O1CCOCC1.CC(C)([P](C(C)(C)C)([Pd][P](C(C)(C)C)(C(C)(C)C)C(C)(C)C)C(C)(C)C)C. The product is [CH:21]([N:16]1[C:15]([C:9]2[N:8]=[C:7]3[C:6]4[CH:24]=[CH:2][C:3]([N:33]5[CH2:34][CH2:35][CH2:36][CH2:37][CH:32]5[CH:29]5[CH2:28][CH2:27][N:26]([CH3:25])[CH2:31][CH2:30]5)=[CH:4][C:5]=4[O:14][CH2:13][CH2:12][N:11]3[CH:10]=2)=[N:19][C:18]([CH3:20])=[N:17]1)([CH3:23])[CH3:22]. The yield is 0.120. (3) The reactants are [OH:1][C:2]1[CH:10]=[C:9]2[C:5]([CH2:6][CH2:7][C:8]2=[O:11])=[CH:4][CH:3]=1.C([O-])([O-])=O.[K+].[K+].Br[CH2:19][CH:20]([CH3:22])[CH3:21].O. The catalyst is CN(C=O)C. The product is [CH2:19]([O:1][C:2]1[CH:10]=[C:9]2[C:5]([CH2:6][CH2:7][C:8]2=[O:11])=[CH:4][CH:3]=1)[CH:20]([CH3:22])[CH3:21]. The yield is 0.720.